From a dataset of Full USPTO retrosynthesis dataset with 1.9M reactions from patents (1976-2016). Predict the reactants needed to synthesize the given product. (1) Given the product [CH2:23]([N:19]1[C:20]2[C:16](=[CH:15][C:14]([NH:13][C:5]3[C:4]4[C:9](=[CH:10][CH:11]=[C:2]([Br:1])[CH:3]=4)[N:8]=[CH:7][N:6]=3)=[CH:22][CH:21]=2)[CH:17]=[N:18]1)[C:24]1[CH:25]=[CH:26][CH:27]=[CH:28][CH:29]=1, predict the reactants needed to synthesize it. The reactants are: [Br:1][C:2]1[CH:3]=[C:4]2[C:9](=[CH:10][CH:11]=1)[N:8]=[CH:7][N:6]=[C:5]2Cl.[NH2:13][C:14]1[CH:15]=[C:16]2[C:20](=[CH:21][CH:22]=1)[N:19]([CH2:23][C:24]1[CH:29]=[CH:28][CH:27]=[CH:26][CH:25]=1)[N:18]=[CH:17]2.C(N(CC)CC)C. (2) Given the product [CH2:1]([O:8][NH:9][C@H:10]1[CH2:15][N:14]([C:16]([O:18][C:19]([CH3:21])([CH3:22])[CH3:20])=[O:17])[C@H:13]([C:23]([O:25][N:27]2[C:35](=[O:36])[C@H:34]3[C@H:29]([C@@H:30]4[CH2:37][C@H:33]3[CH:32]=[CH:31]4)[C:28]2=[O:38])=[O:24])[CH2:12][CH2:11]1)[C:2]1[CH:3]=[CH:4][CH:5]=[CH:6][CH:7]=1, predict the reactants needed to synthesize it. The reactants are: [CH2:1]([O:8][NH:9][C@H:10]1[CH2:15][N:14]([C:16]([O:18][C:19]([CH3:22])([CH3:21])[CH3:20])=[O:17])[C@H:13]([C:23]([OH:25])=[O:24])[CH2:12][CH2:11]1)[C:2]1[CH:7]=[CH:6][CH:5]=[CH:4][CH:3]=1.O[N:27]1[C:35](=[O:36])[C@H:34]2[C@H:29]([C@@H:30]3[CH2:37][C@H:33]2[CH:32]=[CH:31]3)[C:28]1=[O:38].Cl.C(N=C=NCCCN(C)C)C. (3) The reactants are: [CH3:1][O:2][C:3]([C:5]1[S:6][CH:7]=[C:8](Br)[CH:9]=1)=[O:4].[CH:11]([C:13]1[CH:18]=[CH:17][C:16](B(O)O)=[CH:15][CH:14]=1)=[O:12].C([O-])([O-])=O.[Na+].[Na+]. Given the product [CH3:1][O:2][C:3]([C:5]1[S:6][CH:7]=[C:8]([C:16]2[CH:17]=[CH:18][C:13]([CH:11]=[O:12])=[CH:14][CH:15]=2)[CH:9]=1)=[O:4], predict the reactants needed to synthesize it. (4) Given the product [CH3:1][O:2][C:3]1[CH:27]=[C:26]([O:28][CH3:29])[CH:25]=[CH:24][C:4]=1[CH2:5][N:6]([C:19]1[S:23][N:22]=[CH:21][N:20]=1)[S:7]([C:10]1[CH:15]=[C:14]([F:16])[C:13]([O:43][C@H:37]2[CH2:38][CH2:39][CH2:40][CH2:41][CH2:42][C@@H:36]2[C:30]2[CH:31]=[CH:32][CH:33]=[CH:34][CH:35]=2)=[CH:12][C:11]=1[F:18])(=[O:9])=[O:8], predict the reactants needed to synthesize it. The reactants are: [CH3:1][O:2][C:3]1[CH:27]=[C:26]([O:28][CH3:29])[CH:25]=[CH:24][C:4]=1[CH2:5][N:6]([C:19]1[S:23][N:22]=[CH:21][N:20]=1)[S:7]([C:10]1[CH:15]=[C:14]([F:16])[C:13](F)=[CH:12][C:11]=1[F:18])(=[O:9])=[O:8].[C:30]1([C@H:36]2[CH2:42][CH2:41][CH2:40][CH2:39][CH2:38][C@@H:37]2[OH:43])[CH:35]=[CH:34][CH:33]=[CH:32][CH:31]=1.[H-].[Na+]. (5) Given the product [CH3:1][O:2][C:3]1[CH:4]=[C:5]([C:9]([CH3:16])([CH3:15])[C:10]([OH:12])=[O:11])[CH:6]=[CH:7][CH:8]=1, predict the reactants needed to synthesize it. The reactants are: [CH3:1][O:2][C:3]1[CH:4]=[C:5]([C:9]([CH3:16])([CH3:15])[C:10]([O:12]CC)=[O:11])[CH:6]=[CH:7][CH:8]=1.[OH-].[Na+]. (6) Given the product [NH2:2][CH2:3][CH2:4][NH:5][C:6](=[O:31])[CH2:7][CH2:8][C:9]1[CH:13]=[C:12]([C:14]2[CH:15]=[CH:16][C:17]([CH3:20])=[CH:18][CH:19]=2)[N:11]([C:21]2[CH:26]=[CH:25][C:24]([S:27](=[O:29])(=[O:30])[NH2:28])=[CH:23][CH:22]=2)[N:10]=1, predict the reactants needed to synthesize it. The reactants are: Cl.[NH2:2][CH2:3][CH2:4][NH:5][C:6](=[O:31])[CH2:7][CH2:8][C:9]1[CH:13]=[C:12]([C:14]2[CH:19]=[CH:18][C:17]([CH3:20])=[CH:16][CH:15]=2)[N:11]([C:21]2[CH:26]=[CH:25][C:24]([S:27](=[O:30])(=[O:29])[NH2:28])=[CH:23][CH:22]=2)[N:10]=1.C(N(CC)C(C)C)(C)C.